Dataset: Forward reaction prediction with 1.9M reactions from USPTO patents (1976-2016). Task: Predict the product of the given reaction. (1) Given the reactants B1C2CCCC1CCC2.[C:10]([O:14][C:15](=[O:36])[NH:16][C@H:17]([CH2:24][N:25]1[C:33](=[O:34])[C:32]2[C:27](=[CH:28][CH:29]=[CH:30][CH:31]=2)[C:26]1=[O:35])[CH2:18][C:19]([CH3:23])([CH3:22])[CH:20]=[CH2:21])([CH3:13])([CH3:12])[CH3:11].[O-]P([O-])([O-])=O.[K+].[K+].[K+].I[C:46]1[CH:60]=[CH:59][C:49]([O:50][CH2:51][C@@H:52]2[CH2:56][O:55][C:54]([CH3:58])([CH3:57])[O:53]2)=[CH:48][CH:47]=1.C(Cl)Cl, predict the reaction product. The product is: [CH3:51][CH2:52][O:53][C:54]([CH3:57])=[O:55].[CH3:24][CH2:17][CH2:18][CH:19]([CH3:22])[CH3:20].[C:10]([O:14][C:15](=[O:36])[NH:16][C@H:17]([CH2:24][N:25]1[C:26](=[O:35])[C:27]2[C:32](=[CH:31][CH:30]=[CH:29][CH:28]=2)[C:33]1=[O:34])[CH2:18][C:19]([CH3:22])([CH3:23])[CH2:20][CH2:21][C:46]1[CH:60]=[CH:59][C:49]([O:50][CH2:51][C@@H:52]2[CH2:56][O:55][C:54]([CH3:58])([CH3:57])[O:53]2)=[CH:48][CH:47]=1)([CH3:11])([CH3:12])[CH3:13]. (2) Given the reactants [O:1]1[CH2:6][CH2:5][CH2:4][CH2:3][C@H:2]1[CH2:7][S:8]C(=O)C.[OH-].[K+].Br[C:15]([CH3:22])([CH3:21])[C:16]([O:18][CH2:19][CH3:20])=[O:17], predict the reaction product. The product is: [CH3:21][C:15]([S:8][CH2:7][C@@H:2]1[CH2:3][CH2:4][CH2:5][CH2:6][O:1]1)([CH3:22])[C:16]([O:18][CH2:19][CH3:20])=[O:17]. (3) Given the reactants [OH-].[Li+].[CH3:3][S:4]([NH:7][C:8]1[CH:16]=[C:15]2[C:11]([CH:12]=[C:13]([C:24]([O:26]CC)=[O:25])[N:14]2[C:17]([O:19][C:20]([CH3:23])([CH3:22])[CH3:21])=[O:18])=[CH:10][CH:9]=1)(=[O:6])=[O:5].CO.O, predict the reaction product. The product is: [CH3:23][C:20]([O:19][C:17]([N:14]1[C:15]2[C:11](=[CH:10][CH:9]=[C:8]([NH:7][S:4]([CH3:3])(=[O:5])=[O:6])[CH:16]=2)[CH:12]=[C:13]1[C:24]([OH:26])=[O:25])=[O:18])([CH3:21])[CH3:22]. (4) Given the reactants [CH2:1]([N:8]1[CH2:17][CH2:16][C:15]2[N:14]=[C:13](Cl)[CH:12]=[CH:11][C:10]=2[CH2:9]1)[C:2]1[CH:7]=[CH:6][CH:5]=[CH:4][CH:3]=1.[CH2:19]([CH:21]([Mg]Br)[CH2:22][CH3:23])[CH3:20].[OH-].[Na+], predict the reaction product. The product is: [CH2:1]([N:8]1[CH2:17][CH2:16][C:15]2[N:14]=[C:13]([CH:21]([CH2:22][CH3:23])[CH2:19][CH3:20])[CH:12]=[CH:11][C:10]=2[CH2:9]1)[C:2]1[CH:7]=[CH:6][CH:5]=[CH:4][CH:3]=1.